Dataset: Reaction yield outcomes from USPTO patents with 853,638 reactions. Task: Predict the reaction yield, written as a fraction of the theoretical maximum amount of product (1.0 means a 100% yield; for example, 0.34 means a 34% yield). The reactants are C[N:2]([CH:4]=[N:5][C:6](=O)[C:7]1[CH:12]=[C:11]([CH2:13][CH3:14])[C:10]([O:15][CH3:16])=[N:9][C:8]=1[CH3:17])C.[CH3:19][NH:20]N. The catalyst is C(O)(=O)C. The product is [CH2:13]([C:11]1[C:10]([O:15][CH3:16])=[N:9][C:8]([CH3:17])=[C:7]([C:6]2[N:20]([CH3:19])[N:2]=[CH:4][N:5]=2)[CH:12]=1)[CH3:14]. The yield is 0.610.